The task is: Predict which catalyst facilitates the given reaction.. This data is from Catalyst prediction with 721,799 reactions and 888 catalyst types from USPTO. Reactant: [CH2:1]([N:8]([CH2:16][CH2:17][N:18]1[C:27]2[C:22]([C:23](=[O:29])[NH:24][C:25](=[O:28])[N:26]=2)=[N:21][C:20]2[CH:30]=[C:31]([CH3:35])[C:32]([CH3:34])=[CH:33][C:19]1=2)C(=O)OC(C)(C)C)[C:2]1[CH:7]=[CH:6][CH:5]=[CH:4][CH:3]=1.[C:36]([OH:42])([C:38]([F:41])([F:40])[F:39])=[O:37]. Product: [F:39][C:38]([F:41])([F:40])[C:36]([OH:42])=[O:37].[CH2:1]([NH:8][CH2:16][CH2:17][N:18]1[C:27]2[C:22]([C:23](=[O:29])[NH:24][C:25](=[O:28])[N:26]=2)=[N:21][C:20]2[CH:30]=[C:31]([CH3:35])[C:32]([CH3:34])=[CH:33][C:19]1=2)[C:2]1[CH:3]=[CH:4][CH:5]=[CH:6][CH:7]=1. The catalyst class is: 2.